This data is from Full USPTO retrosynthesis dataset with 1.9M reactions from patents (1976-2016). The task is: Predict the reactants needed to synthesize the given product. (1) Given the product [Cl:39][C:2]1[CH:3]=[C:4]([F:36])[C:5]2[N:11]3[CH:12]=[CH:13][CH:14]=[C:10]3[C@@H:9]([CH2:15][CH2:16][N:17]3[CH:21]=[C:20]([CH2:46][C:45]([OH:48])=[O:47])[N:19]=[N:18]3)[O:37][C@H:7]([C:25]3[CH:30]=[CH:29][CH:44]=[C:43]([O:42][CH3:40])[C:26]=3[O:33][CH3:34])[C:6]=2[CH:35]=1, predict the reactants needed to synthesize it. The reactants are: Cl[C:2]1[CH:3]=[C:4]([F:36])[C:5]2[N:11]3[CH:12]=[CH:13][CH:14]=[C:10]3[C@@H:9]([CH2:15][CH2:16][N:17]3[CH:21]=[C:20](CC#N)[N:19]=[N:18]3)O[C@H:7]([C:25]3[CH:30]=[CH:29]C=C(OC)[C:26]=3[O:33][CH3:34])[C:6]=2[CH:35]=1.[OH-:37].[Na+].[ClH:39].[CH2:40]([O:42][CH2:43][CH3:44])C.[C:45]([O:48]CC)(=[O:47])[CH3:46]. (2) Given the product [CH3:1][C:2]1[C:6]([C:7]2[CH:16]=[C:15]3[C:10]([C:11]([NH:20][CH:21]([CH3:25])[CH2:22][O:23][CH3:24])=[C:12]([NH2:17])[CH:13]=[N:14]3)=[CH:9][C:8]=2[O:26][CH3:27])=[C:5]([CH3:28])[O:4][N:3]=1, predict the reactants needed to synthesize it. The reactants are: [CH3:1][C:2]1[C:6]([C:7]2[CH:16]=[C:15]3[C:10]([C:11]([NH:20][CH:21]([CH3:25])[CH2:22][O:23][CH3:24])=[C:12]([N+:17]([O-])=O)[CH:13]=[N:14]3)=[CH:9][C:8]=2[O:26][CH3:27])=[C:5]([CH3:28])[O:4][N:3]=1. (3) The reactants are: [C:1](Cl)(=[O:4])[CH:2]=[CH2:3].[NH:6]1[C:14]2[C:9](=[CH:10][CH:11]=[CH:12][CH:13]=2)[C:8]([C:15]2[C:20]([CH3:21])=[CH:19][N:18]=[C:17]([NH:22][C:23]3[CH:24]=[C:25]([NH2:38])[C:26]([N:31]4[CH2:36][CH2:35][N:34]([CH3:37])[CH2:33][CH2:32]4)=[CH:27][C:28]=3[O:29][CH3:30])[N:16]=2)=[CH:7]1.CCN(C(C)C)C(C)C. Given the product [NH:6]1[C:14]2[C:9](=[CH:10][CH:11]=[CH:12][CH:13]=2)[C:8]([C:15]2[C:20]([CH3:21])=[CH:19][N:18]=[C:17]([NH:22][C:23]3[C:28]([O:29][CH3:30])=[CH:27][C:26]([N:31]4[CH2:32][CH2:33][N:34]([CH3:37])[CH2:35][CH2:36]4)=[C:25]([NH:38][C:1](=[O:4])[CH:2]=[CH2:3])[CH:24]=3)[N:16]=2)=[CH:7]1, predict the reactants needed to synthesize it. (4) Given the product [CH3:1][C:2]([CH3:17])([CH3:16])[C:3]#[C:4][C:5]1[CH:11]=[C:10]([N+:12]([O-:14])=[O:13])[C:9]([F:15])=[CH:8][C:6]=1[NH:7][C:25](=[O:29])[CH2:26][CH2:27][CH3:28], predict the reactants needed to synthesize it. The reactants are: [CH3:1][C:2]([CH3:17])([CH3:16])[C:3]#[C:4][C:5]1[CH:11]=[C:10]([N+:12]([O-:14])=[O:13])[C:9]([F:15])=[CH:8][C:6]=1[NH2:7].CCN(CC)CC.[C:25](Cl)(=[O:29])[CH2:26][CH2:27][CH3:28].O.